From a dataset of Reaction yield outcomes from USPTO patents with 853,638 reactions. Predict the reaction yield, written as a fraction of the theoretical maximum amount of product (1.0 means a 100% yield; for example, 0.34 means a 34% yield). (1) The product is [Cl:1][C:2]1[CH:7]=[C:6]([Cl:8])[CH:5]=[CH:4][C:3]=1[C:9]1[N:10]=[C:11](/[CH:14]=[CH:15]/[C:16]2[CH:21]=[CH:20][C:19]([C:22]3[CH:23]=[CH:24][C:25]([O:28][CH3:29])=[CH:26][CH:27]=3)=[CH:18][CH:17]=2)[N:12]([CH2:30][CH:31]([CH3:33])[CH3:32])[CH:13]=1. No catalyst specified. The yield is 0.620. The reactants are [Cl:1][C:2]1[CH:7]=[C:6]([Cl:8])[CH:5]=[CH:4][C:3]=1[C:9]1[N:10]=[C:11](/[CH:14]=[CH:15]/[C:16]2[CH:21]=[CH:20][C:19]([C:22]3[CH:27]=[CH:26][C:25]([O:28][CH3:29])=[CH:24][CH:23]=3)=[CH:18][CH:17]=2)[NH:12][CH:13]=1.[CH2:30](Br)[CH:31]([CH3:33])[CH3:32]. (2) The reactants are C1(C(C2C=CC=CC=2)=[N:8][NH:9][C:10]2[CH:15]=[CH:14][C:13]([O:16][C:17]([F:23])([F:22])[C:18]([F:21])([F:20])[F:19])=[CH:12][CH:11]=2)C=CC=CC=1.[ClH:30]. The catalyst is CCO. The product is [ClH:30].[F:22][C:17]([F:23])([O:16][C:13]1[CH:12]=[CH:11][C:10]([NH:9][NH2:8])=[CH:15][CH:14]=1)[C:18]([F:19])([F:21])[F:20]. The yield is 0.820. (3) The reactants are Cl[C:2]1[C:7]([C:8]#[N:9])=[N:6][CH:5]=[CH:4][N:3]=1.C([O-])([O-])=O.[Cs+].[Cs+].[CH3:16][NH:17][S:18]([C:21]1[CH:26]=[CH:25][CH:24]=[CH:23][CH:22]=1)(=[O:20])=[O:19]. The catalyst is C(#N)C. The product is [C:8]([C:7]1[C:2]([N:17]([CH3:16])[S:18]([C:21]2[CH:26]=[CH:25][CH:24]=[CH:23][CH:22]=2)(=[O:20])=[O:19])=[N:3][CH:4]=[CH:5][N:6]=1)#[N:9]. The yield is 0.730. (4) The reactants are [NH2:1][C@@H:2]([CH2:7][C:8]1[CH:13]=[C:12]([O:14][CH3:15])[C:11]([C:16]2[CH:21]=[CH:20][CH:19]=[CH:18][CH:17]=2)=[C:10]([O:22][CH3:23])[CH:9]=1)[C:3]([O:5][CH3:6])=[O:4].[O:24]=[C:25]1[C:28]2([CH2:33][CH2:32][CH2:31][CH2:30][CH2:29]2)[C:27](O)=[CH:26]1. The catalyst is C(Cl)Cl. The product is [O:24]=[C:25]1[C:28]2([CH2:33][CH2:32][CH2:31][CH2:30][CH2:29]2)[C:27]([NH:1][C@@H:2]([CH2:7][C:8]2[CH:9]=[C:10]([O:22][CH3:23])[C:11]([C:16]3[CH:21]=[CH:20][CH:19]=[CH:18][CH:17]=3)=[C:12]([O:14][CH3:15])[CH:13]=2)[C:3]([O:5][CH3:6])=[O:4])=[CH:26]1. The yield is 0.920. (5) The reactants are [Cl-].O[NH3+:3].[C:4](=[O:7])([O-])[OH:5].[Na+].CS(C)=O.[OH:13][C:14]([C:17]1[CH:57]=[CH:56][C:20]([O:21][C@@H:22]2[CH2:27][CH2:26][C@H:25]([N:28]3[C:33](=[O:34])[C:32]([CH2:35][C:36]4[CH:41]=[CH:40][C:39]([C:42]5[C:43]([C:48]#[N:49])=[CH:44][CH:45]=[CH:46][CH:47]=5)=[CH:38][CH:37]=4)=[C:31]([CH2:50][CH2:51][CH3:52])[N:30]4[N:53]=[CH:54][N:55]=[C:29]34)[CH2:24][CH2:23]2)=[CH:19][CH:18]=1)([CH3:16])[CH3:15]. The catalyst is O.C(OCC)(=O)C. The product is [OH:13][C:14]([C:17]1[CH:57]=[CH:56][C:20]([O:21][C@@H:22]2[CH2:27][CH2:26][C@H:25]([N:28]3[C:33](=[O:34])[C:32]([CH2:35][C:36]4[CH:41]=[CH:40][C:39]([C:42]5[CH:47]=[CH:46][CH:45]=[CH:44][C:43]=5[C:48]5[NH:3][C:4](=[O:7])[O:5][N:49]=5)=[CH:38][CH:37]=4)=[C:31]([CH2:50][CH2:51][CH3:52])[N:30]4[N:53]=[CH:54][N:55]=[C:29]34)[CH2:24][CH2:23]2)=[CH:19][CH:18]=1)([CH3:16])[CH3:15]. The yield is 0.460. (6) The reactants are [OH:1][C@H:2]1[CH2:7][CH2:6][C@H:5]([N:8]2[CH2:12][CH2:11][C:10]3([CH2:17][CH2:16][CH2:15][N:14]([C:18]4[CH:23]=[CH:22][C:21]([N+:24]([O-])=O)=[CH:20][CH:19]=4)[CH2:13]3)[C:9]2=[O:27])[CH2:4][CH2:3]1.CO. No catalyst specified. The product is [NH2:24][C:21]1[CH:22]=[CH:23][C:18]([N:14]2[CH2:15][CH2:16][CH2:17][C:10]3([C:9](=[O:27])[N:8]([C@H:5]4[CH2:4][CH2:3][C@H:2]([OH:1])[CH2:7][CH2:6]4)[CH2:12][CH2:11]3)[CH2:13]2)=[CH:19][CH:20]=1. The yield is 1.00. (7) The reactants are OC(C(F)(F)F)=O.[CH:8]([N:11]1[C:15]([C:16]2[S:17][C:18]3[CH2:19][CH2:20][O:21][C:22]4[CH:29]=[C:28]([CH:30]5[CH2:35][CH2:34][NH:33][CH2:32][CH2:31]5)[CH:27]=[CH:26][C:23]=4[C:24]=3[N:25]=2)=[N:14][CH:13]=[N:12]1)([CH3:10])[CH3:9].C(=O)([O-])[O-].[K+].[K+].[C:42]([NH:46][C:47](=[O:50])[CH2:48]Cl)([CH3:45])([CH3:44])[CH3:43]. The yield is 0.630. The product is [C:42]([NH:46][C:47](=[O:50])[CH2:48][N:33]1[CH2:34][CH2:35][CH:30]([C:28]2[CH:27]=[CH:26][C:23]3[C:24]4[N:25]=[C:16]([C:15]5[N:11]([CH:8]([CH3:10])[CH3:9])[N:12]=[CH:13][N:14]=5)[S:17][C:18]=4[CH2:19][CH2:20][O:21][C:22]=3[CH:29]=2)[CH2:31][CH2:32]1)([CH3:45])([CH3:44])[CH3:43]. The catalyst is C1COCC1.C(Cl)Cl.O. (8) The reactants are [CH3:1][C:2]([CH3:42])([CH3:41])[C:3](=[O:40])[CH2:4][O:5][C:6]1[CH:11]=[CH:10][C:9]([C:12]([C:17]2[CH:37]=[CH:36][C:20]([CH2:21][N:22]([CH2:30][CH2:31][S:32]([CH3:35])(=[O:34])=[O:33])C(=O)OC(C)(C)C)=[C:19]([CH3:38])[CH:18]=2)([CH2:15][CH3:16])[CH2:13][CH3:14])=[CH:8][C:7]=1[CH3:39].C(O)(C(F)(F)F)=O. The catalyst is C(Cl)Cl. The product is [CH2:13]([C:12]([C:9]1[CH:10]=[CH:11][C:6]([O:5][CH2:4][C:3](=[O:40])[C:2]([CH3:1])([CH3:42])[CH3:41])=[C:7]([CH3:39])[CH:8]=1)([C:17]1[CH:37]=[CH:36][C:20]([CH2:21][NH:22][CH2:30][CH2:31][S:32]([CH3:35])(=[O:34])=[O:33])=[C:19]([CH3:38])[CH:18]=1)[CH2:15][CH3:16])[CH3:14]. The yield is 0.950. (9) The reactants are Br.[NH2:2][C:3]1[CH:15]=[C:14]2[C:6]([C:7]3[C:8]([Br:19])=[CH:9][CH:10]=[C:11]([C:16]([NH2:18])=[O:17])[C:12]=3[NH:13]2)=[CH:5][CH:4]=1.[CH3:20][C:21]1([CH3:27])[CH2:25][CH2:24][O:23][C:22]1=[O:26].C[Al](C)C.O. The catalyst is C1COCC1. The product is [Br:19][C:8]1[C:7]2[C:6]3[C:14](=[CH:15][C:3]([NH:2][C:22](=[O:26])[C:21]([CH3:27])([CH3:20])[CH2:25][CH2:24][OH:23])=[CH:4][CH:5]=3)[NH:13][C:12]=2[C:11]([C:16]([NH2:18])=[O:17])=[CH:10][CH:9]=1. The yield is 0.460.